This data is from Full USPTO retrosynthesis dataset with 1.9M reactions from patents (1976-2016). The task is: Predict the reactants needed to synthesize the given product. (1) Given the product [C:8]([C:5]1[CH:6]=[CH:7][C:2]([S:11][CH3:10])=[N:3][CH:4]=1)#[N:9], predict the reactants needed to synthesize it. The reactants are: Cl[C:2]1[CH:7]=[CH:6][C:5]([C:8]#[N:9])=[CH:4][N:3]=1.[CH3:10][S-:11].[Na+].C1COCC1.C(OCC)(=O)C. (2) Given the product [Cl:1][C:2]1[CH:3]=[CH:4][C:5]([C:32]#[N:33])=[C:6]([C:8]2[C:13]([O:14][CH3:15])=[CH:12][N:11]([CH:16]([CH2:24][CH:25]3[CH2:30][CH2:29][O:28][CH2:27][CH2:26]3)[C:17]([OH:19])=[O:18])[C:10](=[O:31])[CH:9]=2)[CH:7]=1, predict the reactants needed to synthesize it. The reactants are: [Cl:1][C:2]1[CH:3]=[CH:4][C:5]([C:32]#[N:33])=[C:6]([C:8]2[C:13]([O:14][CH3:15])=[CH:12][N:11]([CH:16]([CH2:24][CH:25]3[CH2:30][CH2:29][O:28][CH2:27][CH2:26]3)[C:17]([O:19]C(C)(C)C)=[O:18])[C:10](=[O:31])[CH:9]=2)[CH:7]=1.C(O)(C(F)(F)F)=O. (3) Given the product [Br:2][C:3]1[CH:4]=[C:5]2[C:10]([NH:11][CH:12]3[C:16]([CH3:17])([CH3:18])[CH2:15][N:14]([S:33]([CH3:32])(=[O:35])=[O:34])[CH2:13]3)=[C:9]([C:19]([NH2:21])=[O:20])[CH:8]=[N:7][N:6]2[CH:22]=1, predict the reactants needed to synthesize it. The reactants are: I.[Br:2][C:3]1[CH:4]=[C:5]2[C:10]([NH:11][CH:12]3[C:16]([CH3:18])([CH3:17])[CH2:15][NH:14][CH2:13]3)=[C:9]([C:19]([NH2:21])=[O:20])[CH:8]=[N:7][N:6]2[CH:22]=1.CCN(C(C)C)C(C)C.[CH3:32][S:33](Cl)(=[O:35])=[O:34]. (4) Given the product [CH2:17]([O:11][C:10](=[O:12])[CH2:9][CH2:8][C:5]1[CH:4]=[CH:3][C:2]([OH:1])=[CH:7][CH:6]=1)[CH3:18], predict the reactants needed to synthesize it. The reactants are: [OH:1][C:2]1[CH:7]=[CH:6][C:5]([CH2:8][CH2:9][C:10]([OH:12])=[O:11])=[CH:4][CH:3]=1.S(Cl)(Cl)=O.[CH2:17](O)[CH3:18]. (5) Given the product [O:1]1[CH2:6][CH2:5][N:4]([CH2:7][CH2:8][O:9][C:10]2[CH:19]=[CH:18][C:13]([C:14]([OH:16])=[O:15])=[CH:12][CH:11]=2)[CH2:3][CH2:2]1, predict the reactants needed to synthesize it. The reactants are: [O:1]1[CH2:6][CH2:5][N:4]([CH2:7][CH2:8][O:9][C:10]2[CH:19]=[CH:18][C:13]([C:14]([O:16]C)=[O:15])=[CH:12][CH:11]=2)[CH2:3][CH2:2]1.[OH-].[Na+]. (6) Given the product [NH2:16][C:15]1[C:14]2[CH:17]=[C:18]([C:21]3[CH:26]=[C:25]([C:27]4[CH:32]=[CH:31][CH:30]=[CH:29][C:28]=4[O:33][CH2:34][CH:35]([CH3:37])[CH3:36])[NH:24][C:23](=[O:38])[N:22]=3)[CH:19]=[CH:20][C:13]=2[O:5][N:4]=1, predict the reactants needed to synthesize it. The reactants are: C([NH:4][OH:5])(=O)C.CC(C)([O-])C.[K+].F[C:13]1[CH:20]=[CH:19][C:18]([C:21]2[CH:26]=[C:25]([C:27]3[CH:32]=[CH:31][CH:30]=[CH:29][C:28]=3[O:33][CH2:34][CH:35]([CH3:37])[CH3:36])[NH:24][C:23](=[O:38])[N:22]=2)=[CH:17][C:14]=1[C:15]#[N:16]. (7) Given the product [NH:1]1[C:9]2[C:4](=[CH:5][CH:6]=[CH:7][C:8]=2[CH:10]=[CH:11][C:12]([OH:14])=[O:13])[CH:3]=[CH:2]1, predict the reactants needed to synthesize it. The reactants are: [NH:1]1[C:9]2[C:4](=[CH:5][CH:6]=[CH:7][C:8]=2[CH:10]=[CH:11][C:12]([O:14]C)=[O:13])[CH:3]=[CH:2]1.[Li+].[OH-].Cl.